From a dataset of CYP2C9 inhibition data for predicting drug metabolism from PubChem BioAssay. Regression/Classification. Given a drug SMILES string, predict its absorption, distribution, metabolism, or excretion properties. Task type varies by dataset: regression for continuous measurements (e.g., permeability, clearance, half-life) or binary classification for categorical outcomes (e.g., BBB penetration, CYP inhibition). Dataset: cyp2c9_veith. (1) The molecule is CO[C@@H]1COC(=O)[C@H](CCSC)NC(=O)C/C=C\[C@@H](C)COC(=O)[C@@H]2CCCN2C(=O)C/C=C\[C@H]1C. The result is 0 (non-inhibitor). (2) The molecule is Cc1noc(C)c1C(=O)N1CCC[C@@]2(CCN(C(=O)NC(C)C)C2)C1. The result is 0 (non-inhibitor). (3) The molecule is CCc1cc(C(N)=S)ccn1. The result is 0 (non-inhibitor).